From a dataset of Forward reaction prediction with 1.9M reactions from USPTO patents (1976-2016). Predict the product of the given reaction. (1) Given the reactants Br[CH:2]([C:15]1[CH:20]=[CH:19][CH:18]=[CH:17][CH:16]=1)[C:3]([C:5]1[C:13]2[C:8](=[CH:9][CH:10]=[C:11]([F:14])[CH:12]=2)[NH:7][CH:6]=1)=[O:4].[C:21]([O:25][CH2:26][CH2:27][O:28][C:29]1[CH:30]=[C:31]([CH:33]=[C:34]([O:36][CH3:37])[CH:35]=1)[NH2:32])([CH3:24])([CH3:23])[CH3:22].C(N(CC)CC)C, predict the reaction product. The product is: [C:21]([O:25][CH2:26][CH2:27][O:28][C:29]1[CH:30]=[C:31]([NH:32][CH:2]([C:15]2[CH:20]=[CH:19][CH:18]=[CH:17][CH:16]=2)[C:3]([C:5]2[C:13]3[C:8](=[CH:9][CH:10]=[C:11]([F:14])[CH:12]=3)[NH:7][CH:6]=2)=[O:4])[CH:33]=[C:34]([O:36][CH3:37])[CH:35]=1)([CH3:24])([CH3:23])[CH3:22]. (2) Given the reactants [Cl:1][C:2]1[CH:3]=[C:4]([C@H:8]([O:38][CH2:39][C:40](=O)[CH3:41])[C@@H:9]2[CH2:14][CH2:13][CH2:12][N:11]([C:15]([NH:17][C@@H:18]([CH2:31][CH:32]3[CH2:37][CH2:36][CH2:35][CH2:34][CH2:33]3)[CH2:19][N:20]([CH3:30])[C:21](=[O:29])[O:22][CH2:23][CH2:24][Si:25]([CH3:28])([CH3:27])[CH3:26])=[O:16])[CH2:10]2)[CH:5]=[CH:6][CH:7]=1.[BH3-]C#[N:45].[Na+], predict the reaction product. The product is: [NH2:45][CH:40]([CH3:41])[CH2:39][O:38][C@@H:8]([C:4]1[CH:5]=[CH:6][CH:7]=[C:2]([Cl:1])[CH:3]=1)[C@@H:9]1[CH2:14][CH2:13][CH2:12][N:11]([C:15]([NH:17][C@@H:18]([CH2:31][CH:32]2[CH2:33][CH2:34][CH2:35][CH2:36][CH2:37]2)[CH2:19][N:20]([CH3:30])[C:21](=[O:29])[O:22][CH2:23][CH2:24][Si:25]([CH3:26])([CH3:28])[CH3:27])=[O:16])[CH2:10]1. (3) Given the reactants [F:1][C:2]1[C:3]([NH:16][C:17]2[CH:22]=[CH:21][C:20](I)=[CH:19][C:18]=2[F:24])=[C:4]([CH:12]=[CH:13][C:14]=1[F:15])[C:5]([NH:7][O:8][CH2:9][CH2:10][OH:11])=[O:6].C([O-])([O-])=O.[K+].[K+].O.N[C:33]1C=CC=C[CH:34]=1, predict the reaction product. The product is: [CH:33]([C:20]1[CH:21]=[CH:22][C:17]([NH:16][C:3]2[C:2]([F:1])=[C:14]([F:15])[CH:13]=[CH:12][C:4]=2[C:5]([NH:7][O:8][CH2:9][CH2:10][OH:11])=[O:6])=[C:18]([F:24])[CH:19]=1)=[CH2:34]. (4) The product is: [Cl:18][C:19]1[C:20]([CH3:26])=[C:21]([CH:23]=[CH:24][CH:25]=1)[NH:22][C:4]1[C:5](=[O:17])[C:6](=[O:16])[C:7]=1[NH:8][C:9]1[CH:14]=[CH:13][CH:12]=[CH:11][C:10]=1[OH:15]. Given the reactants C(O[C:4]1[C:5](=[O:17])[C:6](=[O:16])[C:7]=1[NH:8][C:9]1[CH:14]=[CH:13][CH:12]=[CH:11][C:10]=1[OH:15])C.[Cl:18][C:19]1[C:20]([CH3:26])=[C:21]([CH:23]=[CH:24][CH:25]=1)[NH2:22], predict the reaction product. (5) Given the reactants Cl[CH2:2][C:3]([NH:5][C@@H:6]([CH3:9])[CH2:7][OH:8])=[O:4].[I-].[K+].C(=O)([O-])[O-].[Cs+].[Cs+].[N+:18]([C:21]1[CH:22]=[N:23][NH:24][CH:25]=1)([O-:20])=[O:19], predict the reaction product. The product is: [OH:8][CH2:7][C@@H:6]([NH:5][C:3](=[O:4])[CH2:2][N:23]1[CH:22]=[C:21]([N+:18]([O-:20])=[O:19])[CH:25]=[N:24]1)[CH3:9]. (6) Given the reactants [C:1]1([C@H:7]2[C@H:12]([C:13]3[CH:18]=[CH:17][CH:16]=[CH:15][CH:14]=3)[CH2:11][CH2:10][C:9](=O)[CH2:8]2)[CH:6]=[CH:5][CH:4]=[CH:3][CH:2]=1.N1C=CC=CC=1.Cl.[NH2:27][OH:28], predict the reaction product. The product is: [C:1]1([CH:7]2[CH:12]([C:13]3[CH:18]=[CH:17][CH:16]=[CH:15][CH:14]=3)[CH2:11][CH2:10][C:9](=[N:27][OH:28])[CH2:8]2)[CH:6]=[CH:5][CH:4]=[CH:3][CH:2]=1. (7) Given the reactants [NH2:1][C:2]1[C:7]([C:8]([C:10]2[S:11][CH:12]=[CH:13][CH:14]=2)=O)=[CH:6][CH:5]=[CH:4][N:3]=1.C(OC([NH:22][CH:23]([C:38]1[S:39][C:40]([Cl:43])=[CH:41][CH:42]=1)[C:24](OC1C(F)=C(F)C(F)=C(F)C=1F)=[O:25])=O)(C)(C)C, predict the reaction product. The product is: [Cl:43][C:40]1[S:39][C:38]([CH:23]2[C:24](=[O:25])[NH:1][C:2]3[N:3]=[CH:4][CH:5]=[CH:6][C:7]=3[C:8]([C:10]3[S:11][CH:12]=[CH:13][CH:14]=3)=[N:22]2)=[CH:42][CH:41]=1. (8) Given the reactants [N:1]([CH:4]([CH2:10][CH2:11][CH2:12][C:13]#[C:14][C:15]1[CH:20]=[CH:19][C:18]([C:21]2[O:25][C:24]([CH3:26])=[N:23][CH:22]=2)=[C:17]([O:27][CH3:28])[CH:16]=1)[C:5]([O:7][CH2:8][CH3:9])=[O:6])=[N+:2]=[N-:3], predict the reaction product. The product is: [CH3:28][O:27][C:17]1[CH:16]=[C:15]([C:14]2[N:3]=[N:2][N:1]3[CH:4]([C:5]([O:7][CH2:8][CH3:9])=[O:6])[CH2:10][CH2:11][CH2:12][C:13]=23)[CH:20]=[CH:19][C:18]=1[C:21]1[O:25][C:24]([CH3:26])=[N:23][CH:22]=1. (9) Given the reactants [CH:1]1([C:4]2[CH:5]=[CH:6][C:7]([C:15]([OH:17])=O)=[N:8][C:9]=2[O:10][CH2:11][CH:12]2[CH2:14][CH2:13]2)[CH2:3][CH2:2]1.C1(N(C2N=C(C)ON=2)C)CC1.[CH:29]1([CH2:32][C@H:33]([NH2:40])[C:34]2[N:38]=[C:37]([CH3:39])[O:36][N:35]=2)[CH2:31]C1, predict the reaction product. The product is: [CH:1]1([C:4]2[CH:5]=[CH:6][C:7]([C:15]([NH:40][CH:33]([CH:32]3[CH2:29][CH2:31]3)[C:34]3[N:38]=[C:37]([CH3:39])[O:36][N:35]=3)=[O:17])=[N:8][C:9]=2[O:10][CH2:11][CH:12]2[CH2:13][CH2:14]2)[CH2:2][CH2:3]1.